This data is from Catalyst prediction with 721,799 reactions and 888 catalyst types from USPTO. The task is: Predict which catalyst facilitates the given reaction. (1) Reactant: C([Li])CCC.Br[C:7]1[CH:12]=[CH:11][C:10]([F:13])=[C:9]([C:14]([F:17])([F:16])[F:15])[CH:8]=1.[F:18][C:19]([F:26])([F:25])[C:20](OCC)=[O:21].Cl.[Cl-].[Na+]. Product: [F:18][C:19]([F:26])([F:25])[C:20]([C:7]1[CH:12]=[CH:11][C:10]([F:13])=[C:9]([C:14]([F:17])([F:16])[F:15])[CH:8]=1)=[O:21]. The catalyst class is: 7. (2) Reactant: [OH:1][CH2:2][C:3](OC)([O:25]C)[CH2:4][O:5][CH2:6][C:7]1[CH:24]=[CH:23][C:10]([CH:11]=[C:12]2[C:17]3([CH3:21])[C:18]([CH3:20])([CH3:19])[CH:14]([CH2:15][CH2:16]3)[C:13]2=[O:22])=[CH:9][CH:8]=1.C(=O)([O-])O.[Na+]. Product: [OH:1][CH2:2][C:3](=[O:25])[CH2:4][O:5][CH2:6][C:7]1[CH:8]=[CH:9][C:10]([CH:11]=[C:12]2[C:17]3([CH3:21])[C:18]([CH3:20])([CH3:19])[CH:14]([CH2:15][CH2:16]3)[C:13]2=[O:22])=[CH:23][CH:24]=1. The catalyst class is: 6. (3) Reactant: [CH2:1]([C:3]1[CH:4]=[N:5][C:6]([N:9]2[CH2:14][CH2:13][CH:12]([C@H:15]3[CH2:17][C@H:16]3[CH2:18][CH2:19][O:20][C:21]3[CH:26]=[CH:25][C:24]([CH2:27][C:28](O)=[O:29])=[C:23]([F:31])[CH:22]=3)[CH2:11][CH2:10]2)=[N:7][CH:8]=1)[CH3:2].[NH:32]1[CH2:35][CH2:34][CH2:33]1.C(N(CC)C(C)C)(C)C.CN(C(ON1N=NC2C=CC=NC1=2)=[N+](C)C)C.F[P-](F)(F)(F)(F)F. Product: [N:32]1([C:28](=[O:29])[CH2:27][C:24]2[CH:25]=[CH:26][C:21]([O:20][CH2:19][CH2:18][C@@H:16]3[CH2:17][C@@H:15]3[CH:12]3[CH2:11][CH2:10][N:9]([C:6]4[N:7]=[CH:8][C:3]([CH2:1][CH3:2])=[CH:4][N:5]=4)[CH2:14][CH2:13]3)=[CH:22][C:23]=2[F:31])[CH2:35][CH2:34][CH2:33]1. The catalyst class is: 3.